This data is from Full USPTO retrosynthesis dataset with 1.9M reactions from patents (1976-2016). The task is: Predict the reactants needed to synthesize the given product. (1) Given the product [C:1]([C:3]1[CH:8]=[CH:7][CH:6]=[CH:5][C:4]=1[C:9]1[CH:10]=[CH:11][C:12]([CH2:15][C:16]2[C:17](=[O:18])[N:32]([CH:33]3[CH2:34][CH:35]([C:37]([O:39][CH2:40][CH2:41][CH3:42])=[O:38])[CH2:36]3)[C:29]3[N:28]([N:27]=[CH:31][N:30]=3)[C:22]=2[CH2:23][CH2:24][CH3:25])=[CH:13][CH:14]=1)#[N:2], predict the reactants needed to synthesize it. The reactants are: [C:1]([C:3]1[CH:8]=[CH:7][CH:6]=[CH:5][C:4]=1[C:9]1[CH:14]=[CH:13][C:12]([CH2:15][CH:16]([C:22](=O)[CH2:23][CH2:24][CH3:25])[C:17](OCC)=[O:18])=[CH:11][CH:10]=1)#[N:2].[N:27]1[N:28]=[C:29]([NH:32][CH:33]2[CH2:36][CH:35]([C:37]([O:39][CH2:40][CH2:41][CH3:42])=[O:38])[CH2:34]2)[NH:30][CH:31]=1.N12CCCN=C1CCCCC2.C(N(CC)C1C=CC=CC=1)C. (2) Given the product [C:1]([O:4][CH2:5][C:6]1[C:11]([N:12]2[CH2:24][CH2:23][C:22]3[N:21]4[C:16]([CH2:17][CH2:18][CH2:19][CH2:20]4)=[CH:15][C:14]=3[C:13]2=[O:25])=[CH:10][C:9]([F:26])=[CH:8][C:7]=1[C:51]1[CH:52]=[C:47]([NH:46][C:43]2[CH:42]=[CH:41][C:40]([N:31]3[CH2:32][CH2:33][N:34]([CH:36]4[CH2:37][O:38][CH2:39]4)[CH2:35][CH:30]3[CH2:28][CH3:29])=[CH:45][N:44]=2)[C:48](=[O:63])[N:49]([CH3:62])[CH:50]=1)(=[O:3])[CH3:2], predict the reactants needed to synthesize it. The reactants are: [C:1]([O:4][CH2:5][C:6]1[C:11]([N:12]2[CH2:24][CH2:23][C:22]3[N:21]4[C:16]([CH2:17][CH2:18][CH2:19][CH2:20]4)=[CH:15][C:14]=3[C:13]2=[O:25])=[CH:10][C:9]([F:26])=[CH:8][C:7]=1Br)(=[O:3])[CH3:2].[CH2:28]([C@H:30]1[CH2:35][N:34]([CH:36]2[CH2:39][O:38][CH2:37]2)[CH2:33][CH2:32][N:31]1[C:40]1[CH:41]=[CH:42][C:43]([NH:46][C:47]2[C:48](=[O:63])[N:49]([CH3:62])[CH:50]=[C:51](B3OC(C)(C)C(C)(C)O3)[CH:52]=2)=[N:44][CH:45]=1)[CH3:29].[O-]P([O-])([O-])=O.[K+].[K+].[K+].C([O-])(=O)C.[Na+]. (3) The reactants are: C([O:8][C:9]1[C:14]([CH:15]([CH:17]2[CH2:19][CH2:18]2)[CH3:16])=[CH:13][CH:12]=[CH:11][C:10]=1[C:20]([CH:23]1[CH2:25][CH2:24]1)([OH:22])[CH3:21])C1C=CC=CC=1. Given the product [CH:17]1([CH:15]([C:14]2[CH:13]=[CH:12][CH:11]=[C:10]([C:20]([CH:23]3[CH2:24][CH2:25]3)([OH:22])[CH3:21])[C:9]=2[OH:8])[CH3:16])[CH2:19][CH2:18]1, predict the reactants needed to synthesize it.